This data is from Reaction yield outcomes from USPTO patents with 853,638 reactions. The task is: Predict the reaction yield, written as a fraction of the theoretical maximum amount of product (1.0 means a 100% yield; for example, 0.34 means a 34% yield). (1) The reactants are [F:1][C:2]([F:19])([F:18])[C:3]1[CH:4]=[C:5]([C:13]2[N:17]=[CH:16][NH:15][N:14]=2)[CH:6]=[C:7]([C:9]([F:12])([F:11])[F:10])[CH:8]=1.[H-].[Na+].Br[CH2:23][C:24](=[CH2:28])[C:25]([OH:27])=[O:26].O. The catalyst is C1COCC1. The product is [F:19][C:2]([F:1])([F:18])[C:3]1[CH:4]=[C:5]([C:13]2[N:17]=[CH:16][N:15]([CH2:28][C:24](=[CH2:23])[C:25]([OH:27])=[O:26])[N:14]=2)[CH:6]=[C:7]([C:9]([F:10])([F:12])[F:11])[CH:8]=1. The yield is 0.318. (2) The reactants are FC(F)(F)C(OC(=O)C(F)(F)F)=O.[OH:14][C:15]1[CH:23]=[CH:22][C:18]([C:19]([NH2:21])=O)=[C:17]([O:24][CH3:25])[CH:16]=1.N1C=CC=CC=1. The catalyst is O1CCCC1. The product is [OH:14][C:15]1[CH:23]=[CH:22][C:18]([C:19]#[N:21])=[C:17]([O:24][CH3:25])[CH:16]=1. The yield is 0.600. (3) The reactants are [N+:1]([C:4]1[CH:5]=[CH:6][C:7]2[O:12][CH2:11][C:10](=[O:13])[NH:9][C:8]=2[CH:14]=1)([O-:3])=[O:2].[H-].[Na+].CS(O[CH2:22][CH2:23][N:24]1[CH2:29][CH2:28][CH:27]([NH:30][C:31]([O:33][C:34]([CH3:37])([CH3:36])[CH3:35])=[O:32])[CH2:26][CH2:25]1)(=O)=O.COC1C=C2C(C=CC(=O)N2CCN2CCC(NC(=O)OC(C)(C)C)CC2)=CC=1. No catalyst specified. The product is [N+:1]([C:4]1[CH:5]=[CH:6][C:7]2[O:12][CH2:11][C:10](=[O:13])[N:9]([CH2:22][CH2:23][N:24]3[CH2:29][CH2:28][CH:27]([NH:30][C:31](=[O:32])[O:33][C:34]([CH3:37])([CH3:36])[CH3:35])[CH2:26][CH2:25]3)[C:8]=2[CH:14]=1)([O-:3])=[O:2]. The yield is 0.980.